Predict the product of the given reaction. From a dataset of Forward reaction prediction with 1.9M reactions from USPTO patents (1976-2016). Given the reactants C(OC([N:8]1[CH2:13][CH2:12][CH:11]([C:14]2[CH:19]=[CH:18][C:17]([NH2:20])=[CH:16][N:15]=2)[CH2:10][CH2:9]1)=O)(C)(C)C.[CH3:21][O:22][C:23]1[CH:28]=[CH:27][CH:26]=[CH:25][C:24]=1[C:29]1[N:37]2[C:32]([CH:33]=[N:34][C:35](O)=[N:36]2)=[CH:31][CH:30]=1, predict the reaction product. The product is: [N:15]1[CH:16]=[C:17]([NH:20][C:35]2[N:34]=[CH:33][C:32]3=[CH:31][CH:30]=[C:29]([C:24]4[CH:25]=[CH:26][CH:27]=[CH:28][C:23]=4[O:22][CH3:21])[N:37]3[N:36]=2)[CH:18]=[CH:19][C:14]=1[CH:11]1[CH2:10][CH2:9][NH:8][CH2:13][CH2:12]1.